From a dataset of Forward reaction prediction with 1.9M reactions from USPTO patents (1976-2016). Predict the product of the given reaction. (1) Given the reactants [O:1]1[C:5]2[CH:6]=[CH:7][C:8]([C:10]3[S:11][CH:12]=[C:13]([C:15]([OH:17])=O)[N:14]=3)=[CH:9][C:4]=2[CH2:3][CH2:2]1.[NH:18]1[C:22]([NH2:23])=[N:21][CH:20]=[N:19]1.CN(C(ON1N=N[C:34]2[CH:35]=[CH:36][CH:37]=[CH:38][C:33]1=2)=[N+](C)C)C.[F:41][P-](F)(F)(F)(F)F, predict the reaction product. The product is: [O:1]1[C:5]2[CH:6]=[CH:7][C:8]([C:10]3[S:11][CH:12]=[C:13]([C:15]([NH:23][C:22]4[NH:18][N:19]=[C:20]([C:36]5[CH:37]=[CH:38][CH:33]=[C:34]([F:41])[CH:35]=5)[N:21]=4)=[O:17])[N:14]=3)=[CH:9][C:4]=2[CH2:3][CH2:2]1. (2) Given the reactants [CH3:1][O:2][C:3]1[CH:4]=[C:5]([CH:11]=[CH:12][C:13]([OH:15])=O)[CH:6]=[CH:7][C:8]=1[O:9][CH3:10].O[NH:17][C:18](=[NH:24])[CH2:19][CH2:20][CH2:21][CH2:22][CH3:23], predict the reaction product. The product is: [CH3:1][O:2][C:3]1[CH:4]=[C:5]([CH:11]=[CH:12][C:13]2[O:15][N:24]=[C:18]([CH2:19][CH2:20][CH2:21][CH2:22][CH3:23])[N:17]=2)[CH:6]=[CH:7][C:8]=1[O:9][CH3:10]. (3) Given the reactants Cl[C:2]1[C:3]([C:8]2[CH:19]=[CH:18][C:11]3[C:12]([OH:17])=[N:13][S:14](=[O:16])(=[O:15])[C:10]=3[CH:9]=2)=[N:4][CH:5]=[CH:6][CH:7]=1.CC1C=CC(C2C([C:33]([F:36])([F:35])[F:34])=CC=CN=2)=CC=1.ClC1C(C2C=CC(C)=CC=2)=NC=CC=1, predict the reaction product. The product is: [F:34][C:33]([F:36])([F:35])[C:2]1[C:3]([C:8]2[CH:19]=[CH:18][C:11]3[C:12]([OH:17])=[N:13][S:14](=[O:16])(=[O:15])[C:10]=3[CH:9]=2)=[N:4][CH:5]=[CH:6][CH:7]=1. (4) Given the reactants [F:1][C:2]1[CH:7]=[CH:6][C:5]([C:8]2[S:16][C:15]3[C:14](=[O:17])[N:13]([CH:18]4[CH2:23][CH2:22][N:21]([C:24]([O:26][C:27]([CH3:30])([CH3:29])[CH3:28])=[O:25])[CH2:20][CH2:19]4)[C:12](=[O:31])[NH:11][C:10]=3[CH:9]=2)=[C:4]([O:32][CH3:33])[CH:3]=1.Br[CH2:35][C:36]1[CH:37]=[C:38]([F:45])[C:39]([O:43][CH3:44])=[C:40]([F:42])[CH:41]=1.C(=O)([O-])[O-].[K+].[K+], predict the reaction product. The product is: [F:42][C:40]1[CH:41]=[C:36]([CH:37]=[C:38]([F:45])[C:39]=1[O:43][CH3:44])[CH2:35][N:11]1[C:10]2[CH:9]=[C:8]([C:5]3[CH:6]=[CH:7][C:2]([F:1])=[CH:3][C:4]=3[O:32][CH3:33])[S:16][C:15]=2[C:14](=[O:17])[N:13]([CH:18]2[CH2:23][CH2:22][N:21]([C:24]([O:26][C:27]([CH3:28])([CH3:29])[CH3:30])=[O:25])[CH2:20][CH2:19]2)[C:12]1=[O:31]. (5) Given the reactants [CH3:1][C:2](OC(C)=O)=[O:3].[CH2:8]([C:10]1[C:15](=[O:16])[N:14]2[N:17]=[CH:18][C:19]([C:20]3[CH:21]=[N:22][NH:23][CH:24]=3)=[C:13]2[NH:12][C:11]=1[CH3:25])[CH3:9], predict the reaction product. The product is: [C:2]([N:22]1[CH:21]=[C:20]([C:19]2[CH:18]=[N:17][N:14]3[C:15](=[O:16])[C:10]([CH2:8][CH3:9])=[C:11]([CH3:25])[NH:12][C:13]=23)[CH:24]=[N:23]1)(=[O:3])[CH3:1]. (6) Given the reactants Br[CH2:2][CH2:3][CH2:4][CH2:5][N:6]1[C:14]([O:15][CH3:16])=[N:13][C:12]2[C:7]1=[N:8][C:9]([O:18][CH2:19][CH2:20][CH2:21][CH3:22])=[N:10][C:11]=2[NH2:17].[CH3:23][O:24][CH2:25][CH2:26][NH2:27], predict the reaction product. The product is: [CH2:19]([O:18][C:9]1[N:8]=[C:7]2[C:12]([N:13]=[C:14]([O:15][CH3:16])[N:6]2[CH2:5][CH2:4][CH2:3][CH2:2][NH:27][CH2:26][CH2:25][O:24][CH3:23])=[C:11]([NH2:17])[N:10]=1)[CH2:20][CH2:21][CH3:22]. (7) Given the reactants O[C:2]1([CH2:26][I:27])[CH2:7][CH2:6][N:5]([C:8]2[CH:13]=[CH:12][C:11]([N:14]3[CH2:18][C@H:17]([CH2:19][NH:20][C:21](=[O:23])[CH3:22])[O:16][C:15]3=[O:24])=[CH:10][C:9]=2[F:25])[CH2:4][CH2:3]1.CCN(S(F)(F)[F:34])CC, predict the reaction product. The product is: [F:34][C:2]1([CH2:26][I:27])[CH2:7][CH2:6][N:5]([C:8]2[CH:13]=[CH:12][C:11]([N:14]3[CH2:18][C@H:17]([CH2:19][NH:20][C:21](=[O:23])[CH3:22])[O:16][C:15]3=[O:24])=[CH:10][C:9]=2[F:25])[CH2:4][CH2:3]1. (8) Given the reactants [OH-:1].[Na+].Cl.[NH2:4]O.[CH2:6]([C:8]1[C:9]([CH:14]=O)=[N:10][CH:11]=[CH:12][N:13]=1)[CH3:7].Cl, predict the reaction product. The product is: [CH2:6]([C:8]1[C:9]([CH:14]=[N:4][OH:1])=[N:10][CH:11]=[CH:12][N:13]=1)[CH3:7]. (9) The product is: [N:5]1[C:4]2[N:8]=[CH:9][CH:10]=[CH:11][C:3]=2[CH:2]=[N:7][CH:6]=1. Given the reactants N[C:2]1[C:3]2[C:11](=O)[CH:10]=[CH:9][N:8]([C@@H]3O[C@H](CO)[C@@H](O)[C@H]3O)[C:4]=2[N:5]=[CH:6][N:7]=1.Cl[Si](C(C)C)(C(C)C)O[Si](Cl)(C(C)C)C(C)C.O, predict the reaction product. (10) Given the reactants [Cl:1][C:2]1[CH:7]=[CH:6][C:5]([C:8]2[CH:13]=[C:12]([CH3:14])[N:11]=[CH:10][C:9]=2[CH2:15][OH:16])=[C:4](F)[CH:3]=1.[H-].[Na+], predict the reaction product. The product is: [Cl:1][C:2]1[CH:7]=[CH:6][C:5]2[C:8]3[C:9](=[CH:10][N:11]=[C:12]([CH3:14])[CH:13]=3)[CH2:15][O:16][C:4]=2[CH:3]=1.